From a dataset of Full USPTO retrosynthesis dataset with 1.9M reactions from patents (1976-2016). Predict the reactants needed to synthesize the given product. (1) Given the product [OH:2][C:3]1[CH:4]=[C:5]([C:26]2[CH:27]=[CH:28][C:23]([O:22][CH3:21])=[CH:24][CH:25]=2)[CH:6]=[C:7]2[C:12]=1[N:11]=[CH:10][NH:9][C:8]2=[O:13], predict the reactants needed to synthesize it. The reactants are: C(=O)(OC(C)(C)C)[O:2][C:3]1[CH:4]=[C:5](Br)[CH:6]=[C:7]2[C:12]=1[N:11]=[CH:10][NH:9][C:8]2=[O:13].[CH3:21][O:22][C:23]1[CH:28]=[CH:27][C:26](B(O)O)=[CH:25][CH:24]=1. (2) Given the product [CH2:1]([O:3][C:4](=[O:21])[CH2:5][C:6]1[CH:11]=[CH:10][C:9]([N:12]2[C:13]3=[N:14][CH:15]=[CH:16][CH:17]=[C:18]3[N:19]=[CH:22]2)=[CH:8][C:7]=1[Cl:20])[CH3:2], predict the reactants needed to synthesize it. The reactants are: [CH2:1]([O:3][C:4](=[O:21])[CH2:5][C:6]1[CH:11]=[CH:10][C:9]([NH:12][C:13]2[C:18]([NH2:19])=[CH:17][CH:16]=[CH:15][N:14]=2)=[CH:8][C:7]=1[Cl:20])[CH3:2].[CH3:22]CCCCC.CCOC(C)=O. (3) Given the product [C:1]([C:5]1[CH:10]=[CH:9][C:8]([S:11]([N:14]([C:15]2[CH:16]=[CH:17][C:18]([CH3:21])=[CH:19][CH:20]=2)[CH2:22][C:23]([N:37]([CH2:38][CH3:39])[CH2:36][C:32]2[CH:33]=[CH:34][CH:35]=[C:30]([N:28]([CH2:26][CH3:27])[CH3:29])[N:31]=2)=[O:24])(=[O:13])=[O:12])=[CH:7][CH:6]=1)([CH3:4])([CH3:3])[CH3:2], predict the reactants needed to synthesize it. The reactants are: [C:1]([C:5]1[CH:10]=[CH:9][C:8]([S:11]([N:14]([CH2:22][C:23](O)=[O:24])[C:15]2[CH:20]=[CH:19][C:18]([CH3:21])=[CH:17][CH:16]=2)(=[O:13])=[O:12])=[CH:7][CH:6]=1)([CH3:4])([CH3:3])[CH3:2].[CH2:26]([N:28]([C:30]1[CH:35]=[CH:34][CH:33]=[C:32]([CH2:36][NH:37][CH2:38][CH3:39])[N:31]=1)[CH3:29])[CH3:27].